Dataset: Forward reaction prediction with 1.9M reactions from USPTO patents (1976-2016). Task: Predict the product of the given reaction. (1) Given the reactants [OH:1][C:2]1[CH:3]=[C:4]([CH:9]=[C:10]([N+:12]([O-:14])=[O:13])[CH:11]=1)[C:5]([O:7][CH3:8])=[O:6].[F:15][C:16]1[CH:23]=[CH:22][CH:21]=[CH:20][C:17]=1[CH2:18]Br.C(=O)([O-])[O-].[K+].[K+], predict the reaction product. The product is: [F:15][C:16]1[CH:23]=[CH:22][CH:21]=[CH:20][C:17]=1[CH2:18][O:1][C:2]1[CH:3]=[C:4]([CH:9]=[C:10]([N+:12]([O-:14])=[O:13])[CH:11]=1)[C:5]([O:7][CH3:8])=[O:6]. (2) Given the reactants C[O:2][C:3](=[O:31])[CH2:4][O:5][C:6]1[CH:15]=[CH:14][C:13]([Cl:16])=[C:12]2[C:7]=1[C:8]([CH3:30])=[C:9]([CH2:18][C:19]1[CH:24]=[CH:23][C:22]([S:25]([CH3:28])(=[O:27])=[O:26])=[CH:21][C:20]=1[Cl:29])[C:10]([CH3:17])=[N:11]2.[OH-].[Na+], predict the reaction product. The product is: [Cl:16][C:13]1[CH:14]=[CH:15][C:6]([O:5][CH2:4][C:3]([OH:31])=[O:2])=[C:7]2[C:12]=1[N:11]=[C:10]([CH3:17])[C:9]([CH2:18][C:19]1[CH:24]=[CH:23][C:22]([S:25]([CH3:28])(=[O:27])=[O:26])=[CH:21][C:20]=1[Cl:29])=[C:8]2[CH3:30].